From a dataset of Reaction yield outcomes from USPTO patents with 853,638 reactions. Predict the reaction yield, written as a fraction of the theoretical maximum amount of product (1.0 means a 100% yield; for example, 0.34 means a 34% yield). (1) The reactants are Cl.[F:2][C:3]1[CH:4]=[CH:5][C:6]([C:9]#[N:10])=[N:7][CH:8]=1.[Na+].[Cl-].Cl.C(N=C=NCCCN(C)C)C.[OH:25]N1C2C=CC=CC=2N=N1.Cl.[CH2:36]([O:38][C:39](=[O:47])[CH:40](N)[C:41]([O:43][CH2:44][CH3:45])=[O:42])[CH3:37]. The catalyst is CN(C)C=O.C(OCC)(=O)C.O. The product is [CH2:36]([O:38][C:39](=[O:47])[CH:40]([NH:10][C:9]([C:6]1[CH:5]=[CH:4][C:3]([F:2])=[CH:8][N:7]=1)=[O:25])[C:41]([O:43][CH2:44][CH3:45])=[O:42])[CH3:37]. The yield is 0.530. (2) The reactants are N1C2C(=CC=CC=2)C(CCNC[CH2:14][C:15]2[CH:20]=[CH:19][C:18]([CH2:21][CH2:22][CH2:23][NH:24][C:25](=[O:36])[CH2:26][O:27][CH2:28][C:29]3[CH:34]=[CH:33][C:32]([F:35])=[CH:31][CH:30]=3)=[CH:17][CH:16]=2)=C1.IC1C=CC(CCO)=CC=1.[NH2:47][C@@H:48]([CH2:51][C:52]1[C:60]2[C:55](=[CH:56][CH:57]=[CH:58][CH:59]=2)[NH:54][CH:53]=1)[CH2:49][OH:50].NCCC1C2C(=CC=CC=2)NC=1. No catalyst specified. The product is [F:35][C:32]1[CH:31]=[CH:30][C:29]([CH2:28][O:27][CH2:26][C:25]([NH:24][CH2:23][CH2:22][CH2:21][C:18]2[CH:17]=[CH:16][C:15]([CH2:14][NH:47][C@@H:48]([CH2:51][C:52]3[C:60]4[C:55](=[CH:56][CH:57]=[CH:58][CH:59]=4)[NH:54][CH:53]=3)[CH2:49][OH:50])=[CH:20][CH:19]=2)=[O:36])=[CH:34][CH:33]=1. The yield is 0.500. (3) The yield is 0.990. The product is [Cl:22][CH2:16][C:12]1[CH:11]=[C:10]([CH:15]=[CH:14][CH:13]=1)[O:9][C:6]1[CH:5]=[CH:4][C:3]([C:2]([F:19])([F:18])[F:1])=[CH:8][N:7]=1. The catalyst is C(Cl)Cl. The reactants are [F:1][C:2]([F:19])([F:18])[C:3]1[CH:4]=[CH:5][C:6]([O:9][C:10]2[CH:11]=[C:12]([CH2:16]O)[CH:13]=[CH:14][CH:15]=2)=[N:7][CH:8]=1.S(Cl)([Cl:22])=O. (4) The reactants are N[C:2]1[CH:7]=[CH:6][C:5]([CH2:8][C:9]([O:11][CH2:12][CH3:13])=[O:10])=[CH:4][C:3]=1[C:14]1[CH:19]=[CH:18][C:17]([C:20]([F:23])([F:22])[F:21])=[CH:16][CH:15]=1.CCCC(C)C.N([O-])=O.[Na+].[I-:34].[K+]. The catalyst is C(OCC)C.Cl.O. The product is [I:34][C:2]1[CH:7]=[CH:6][C:5]([CH2:8][C:9]([O:11][CH2:12][CH3:13])=[O:10])=[CH:4][C:3]=1[C:14]1[CH:19]=[CH:18][C:17]([C:20]([F:23])([F:22])[F:21])=[CH:16][CH:15]=1. The yield is 0.800. (5) The reactants are I[CH2:2][C@@H:3]([CH3:16])[CH2:4][N:5]1[C:10]2[CH:11]=[CH:12][CH:13]=[CH:14][C:9]=2[S:8][CH2:7][C:6]1=[O:15].[CH2:17]([CH:21]1[CH2:26][CH2:25][NH:24][CH2:23][CH2:22]1)[CH2:18][CH2:19][CH3:20]. The catalyst is CC#N. The product is [CH2:17]([CH:21]1[CH2:26][CH2:25][N:24]([CH2:2][C@@H:3]([CH3:16])[CH2:4][N:5]2[C:10]3[CH:11]=[CH:12][CH:13]=[CH:14][C:9]=3[S:8][CH2:7][C:6]2=[O:15])[CH2:23][CH2:22]1)[CH2:18][CH2:19][CH3:20]. The yield is 0.750. (6) The yield is 0.530. The catalyst is C(Cl)(Cl)Cl.O. The product is [Cl:1][C:2]1[N:7]=[CH:6][N+:5]([O-:20])=[C:4]2[CH2:8][CH2:9][C@@H:10]([CH3:11])[C:3]=12. The reactants are [Cl:1][C:2]1[C:3]2[C@H:10]([CH3:11])[CH2:9][CH2:8][C:4]=2[N:5]=[CH:6][N:7]=1.C1C=C(Cl)C=C(C(OO)=[O:20])C=1.[O-]S([O-])(=S)=O.[Na+].[Na+].C([O-])([O-])=O.[Na+].[Na+]. (7) The reactants are [Cl-].O[NH3+:3].[C:4](=[O:7])([O-])[OH:5].[Na+].CS(C)=O.[CH2:13]([C:17]1[N:18]=[C:19]([CH3:47])[N:20]([CH2:39][C:40]2[CH:45]=[CH:44][C:43]([CH3:46])=[CH:42][CH:41]=2)[C:21](=[O:38])[C:22]=1[CH2:23][C:24]1[CH:29]=[CH:28][C:27]([C:30]2[C:31]([C:36]#[N:37])=[CH:32][CH:33]=[CH:34][CH:35]=2)=[CH:26][CH:25]=1)[CH2:14][CH2:15][CH3:16]. The catalyst is C(OCC)(=O)C. The product is [CH2:13]([C:17]1[N:18]=[C:19]([CH3:47])[N:20]([CH2:39][C:40]2[CH:45]=[CH:44][C:43]([CH3:46])=[CH:42][CH:41]=2)[C:21](=[O:38])[C:22]=1[CH2:23][C:24]1[CH:29]=[CH:28][C:27]([C:30]2[CH:35]=[CH:34][CH:33]=[CH:32][C:31]=2[C:36]2[NH:3][C:4](=[O:7])[O:5][N:37]=2)=[CH:26][CH:25]=1)[CH2:14][CH2:15][CH3:16]. The yield is 0.590. (8) The reactants are [F:1][C:2]1[CH:16]=[C:15]([F:17])[CH:14]=[CH:13][C:3]=1[C:4]([CH:6]1[CH2:11][CH2:10][NH:9][C:8](=O)[CH2:7]1)=[O:5].[BH4-].[Na+].[CH2:20]([NH2:23])[CH2:21][NH2:22]. The catalyst is C1C=CC=CC=1. The product is [F:1][C:2]1[CH:16]=[C:15]([F:17])[CH:14]=[CH:13][C:3]=1[C:4]([CH:6]1[CH2:11][CH2:10][N:9]([NH:22][CH2:21][CH2:20][NH2:23])[CH2:8][CH2:7]1)=[O:5]. The yield is 0.380. (9) The reactants are [C:1]1([C:7]2[C:8]3[C:13]([CH:14]=[C:15]4[C:20]=2[CH:19]=[CH:18][CH:17]=[CH:16]4)=[CH:12][CH:11]=[CH:10][CH:9]=3)[CH:6]=[CH:5][CH:4]=[CH:3][CH:2]=1.[Br:21]Br.S([O-])([O-])(=O)=S.[Na+].[Na+]. The product is [Br:21][C:14]1[C:15]2[C:20]([C:7]([C:1]3[CH:2]=[CH:3][CH:4]=[CH:5][CH:6]=3)=[C:8]3[C:13]=1[CH:12]=[CH:11][CH:10]=[CH:9]3)=[CH:19][CH:18]=[CH:17][CH:16]=2. The catalyst is C(Cl)(Cl)(Cl)Cl. The yield is 0.890. (10) The reactants are [CH:1]([C:3]1[CH:4]=[C:5]([CH2:10][C:11]([O:13][CH3:14])=[O:12])[CH:6]=[CH:7][C:8]=1[OH:9])=O.C([O-])([O-])=O.[K+].[K+].Br[CH2:22][C:23]([C:25]1[C:26]([CH3:31])=[N:27][O:28][C:29]=1[CH3:30])=[O:24].O. The catalyst is CN(C=O)C. The product is [CH3:31][C:26]1[C:25]([C:23]([C:22]2[O:9][C:8]3[CH:7]=[CH:6][C:5]([CH2:10][C:11]([O:13][CH3:14])=[O:12])=[CH:4][C:3]=3[CH:1]=2)=[O:24])=[C:29]([CH3:30])[O:28][N:27]=1. The yield is 0.710.